This data is from Forward reaction prediction with 1.9M reactions from USPTO patents (1976-2016). The task is: Predict the product of the given reaction. (1) Given the reactants Cl[C:2]1[N:7]=[C:6]([NH:8][C:9]2[CH:14]=[CH:13][C:12]([O:15][CH3:16])=[C:11]([O:17][CH3:18])[CH:10]=2)[C:5]([F:19])=[CH:4][N:3]=1.[CH2:20]([O:22][C:23]1[CH:29]=[CH:28][C:26]([NH2:27])=[CH:25][CH:24]=1)[CH3:21], predict the reaction product. The product is: [CH3:18][O:17][C:11]1[CH:10]=[C:9]([NH:8][C:6]2[C:5]([F:19])=[CH:4][N:3]=[C:2]([NH:27][C:26]3[CH:28]=[CH:29][C:23]([O:22][CH2:20][CH3:21])=[CH:24][CH:25]=3)[N:7]=2)[CH:14]=[CH:13][C:12]=1[O:15][CH3:16]. (2) Given the reactants [C:1]([O:5][C:6](=[O:17])[NH:7][CH2:8][C:9]1[CH:14]=[CH:13][C:12]([CH:15]=O)=[CH:11][CH:10]=1)([CH3:4])([CH3:3])[CH3:2].[CH2:18]([O:25][C:26](=[O:33])[NH:27][CH2:28][CH2:29][CH2:30][CH2:31][NH2:32])[C:19]1[CH:24]=[CH:23][CH:22]=[CH:21][CH:20]=1.C(OC)(OC)OC.[BH4-].[Na+], predict the reaction product. The product is: [CH2:18]([O:25][C:26](=[O:33])[NH:27][CH2:28][CH2:29][CH2:30][CH2:31][NH:32][CH2:15][C:12]1[CH:13]=[CH:14][C:9]([CH2:8][NH:7][C:6]([O:5][C:1]([CH3:4])([CH3:3])[CH3:2])=[O:17])=[CH:10][CH:11]=1)[C:19]1[CH:24]=[CH:23][CH:22]=[CH:21][CH:20]=1. (3) Given the reactants N#N.[N+:3]([C:6]1[NH:10][N:9]=[CH:8][CH:7]=1)([O-:5])=[O:4].C([O-])([O-])=O.[Cs+].[Cs+].Br[CH2:18][CH2:19][CH2:20][CH2:21][C:22]1([CH3:27])[O:26][CH2:25][CH2:24][O:23]1, predict the reaction product. The product is: [CH3:27][C:22]1([CH2:21][CH2:20][CH2:19][CH2:18][N:9]2[CH:8]=[CH:7][C:6]([N+:3]([O-:5])=[O:4])=[N:10]2)[O:26][CH2:25][CH2:24][O:23]1. (4) Given the reactants [CH:1]1[C:10]2[C:5](=[CH:6][CH:7]=[CH:8][CH:9]=2)[CH:4]=[CH:3][C:2]=1[Mg]Br.[Mg].Br[C:15]1[CH:24]=[CH:23][C:22]2[C:17](=[CH:18]C=CC=2)[CH:16]=1.C1([Mg]Br)C=CC=CC=1.C1C[O:36]CC1, predict the reaction product. The product is: [C:1]1([C@H:18]([C:17]2[CH:22]=[CH:23][CH:24]=[CH:15][CH:16]=2)[OH:36])[C:10]2[C:5](=[CH:6][CH:7]=[CH:8][CH:9]=2)[CH:4]=[CH:3][CH:2]=1. (5) Given the reactants C(OC(N1CCC[C@H]1CN[C:15]([C:17]1[C:26]2[CH2:25][C:24]([CH3:28])([CH3:27])[CH2:23][NH:22][C:21](=[O:29])[C:20]=2[S:19][C:18]=1[NH:30][C:31]1[CH:36]=[CH:35][C:34]([I:37])=[CH:33][C:32]=1[F:38])=[O:16])=O)(C)(C)C.[C:39](=[O:42])([O-])[O-].[Cs+].[Cs+].O.Cl.[CH3:47]N(C=O)C, predict the reaction product. The product is: [CH2:39]([O:42][C:15]([C:17]1[C:26]2[CH2:25][C:24]([CH3:28])([CH3:27])[CH2:23][NH:22][C:21](=[O:29])[C:20]=2[S:19][C:18]=1[NH:30][C:31]1[CH:36]=[CH:35][C:34]([I:37])=[CH:33][C:32]=1[F:38])=[O:16])[CH3:47]. (6) Given the reactants [O:1]1[CH:5]=[CH:4][N:3]=[CH:2]1.[Li]CCCC.I[C:12]1[CH:17]=[CH:16][CH:15]=[CH:14][CH:13]=1, predict the reaction product. The product is: [C:12]1([C:2]2[O:1][CH:5]=[CH:4][N:3]=2)[CH:17]=[CH:16][CH:15]=[CH:14][CH:13]=1. (7) Given the reactants [Br:1][C:2]1[C:6]2[CH:7]=[C:8]([CH:11]=O)[CH:9]=[CH:10][C:5]=2[O:4][CH:3]=1.[S:13]1[CH2:17][C:16](=[O:18])[NH:15][C:14]1=[O:19], predict the reaction product. The product is: [Br:1][C:2]1[C:6]2[CH:7]=[C:8]([CH:11]=[C:17]3[S:13][C:14](=[O:19])[NH:15][C:16]3=[O:18])[CH:9]=[CH:10][C:5]=2[O:4][CH:3]=1. (8) The product is: [Cl:1][C:2]1[N:3]=[C:4]([NH:23][CH:20]([CH3:22])[CH3:21])[C:5]2[N:11]=[C:10]([C:12]3[CH:17]=[CH:16][C:15]([F:18])=[CH:14][CH:13]=3)[CH:9]=[CH:8][C:6]=2[N:7]=1.[Cl:1][C:2]1[N:3]=[C:4]([NH:27][CH:24]2[CH2:26][CH2:25]2)[C:5]2[N:11]=[C:10]([C:12]3[CH:17]=[CH:16][C:15]([F:18])=[CH:14][CH:13]=3)[CH:9]=[CH:8][C:6]=2[N:7]=1. Given the reactants [Cl:1][C:2]1[N:3]=[C:4](Cl)[C:5]2[N:11]=[C:10]([C:12]3[CH:17]=[CH:16][C:15]([F:18])=[CH:14][CH:13]=3)[CH:9]=[CH:8][C:6]=2[N:7]=1.[CH:20]([NH2:23])([CH3:22])[CH3:21].[CH:24]1([NH2:27])[CH2:26][CH2:25]1, predict the reaction product.